From a dataset of Reaction yield outcomes from USPTO patents with 853,638 reactions. Predict the reaction yield, written as a fraction of the theoretical maximum amount of product (1.0 means a 100% yield; for example, 0.34 means a 34% yield). The reactants are [C:1]([O:5][C:6](=[O:20])[NH:7][C:8]1[CH:13]=[CH:12][C:11]([CH2:14][CH2:15][CH3:16])=[C:10]([N+:17]([O-:19])=[O:18])[CH:9]=1)([CH3:4])([CH3:3])[CH3:2].[CH3:21]I. The catalyst is CN(C=O)C. The product is [C:1]([O:5][C:6](=[O:20])[N:7]([CH3:21])[C:8]1[CH:13]=[CH:12][C:11]([CH2:14][CH2:15][CH3:16])=[C:10]([N+:17]([O-:19])=[O:18])[CH:9]=1)([CH3:2])([CH3:3])[CH3:4]. The yield is 0.520.